From a dataset of Full USPTO retrosynthesis dataset with 1.9M reactions from patents (1976-2016). Predict the reactants needed to synthesize the given product. (1) Given the product [Cl:16][CH2:17][C:10](=[O:12])[C@@H:9]([O:8][Si:1]([C:4]([CH3:5])([CH3:6])[CH3:7])([CH3:2])[CH3:3])[CH3:15], predict the reactants needed to synthesize it. The reactants are: [Si:1]([O:8][C@@H:9]([CH3:15])[C:10]([O:12]CC)=O)([C:4]([CH3:7])([CH3:6])[CH3:5])([CH3:3])[CH3:2].[Cl:16][CH2:17]C([O-])=O.[Na+].C(N(CC)CC)C.C([Mg]Cl)(C)(C)C.Cl. (2) The reactants are: C[O:2][C:3]([C:5]1[C:13]2[N:12]=[C:11]([C:14]3[CH:19]=[CH:18][C:17]([F:20])=[C:16]([Cl:21])[CH:15]=3)[NH:10][C:9]=2[C:8]([OH:22])=[CH:7][CH:6]=1)=[O:4].O[Li].O. Given the product [Cl:21][C:16]1[CH:15]=[C:14]([C:11]2[NH:10][C:9]3[C:8]([OH:22])=[CH:7][CH:6]=[C:5]([C:3]([OH:4])=[O:2])[C:13]=3[N:12]=2)[CH:19]=[CH:18][C:17]=1[F:20], predict the reactants needed to synthesize it. (3) The reactants are: [CH3:1][O:2][C:3]([C:5]1([CH:11](OS(C(F)(F)F)(=O)=O)[CH3:12])[CH2:10][CH2:9][CH2:8][CH2:7][O:6]1)=[O:4].N1(C2CCCCCCCCCC2)CCCN=CCCCCC1. Given the product [CH3:1][O:2][C:3]([C:5]1([CH:11]=[CH2:12])[CH2:10][CH2:9][CH2:8][CH2:7][O:6]1)=[O:4], predict the reactants needed to synthesize it. (4) Given the product [Br:21][CH2:14][C:11]1[S:12][CH:13]=[C:9]([C:4]2[CH:5]=[CH:6][CH:7]=[CH:8][C:3]=2[O:2][CH3:1])[N:10]=1, predict the reactants needed to synthesize it. The reactants are: [CH3:1][O:2][C:3]1[CH:8]=[CH:7][CH:6]=[CH:5][C:4]=1[C:9]1[N:10]=[C:11]([CH2:14]O)[S:12][CH:13]=1.C(Cl)(Cl)Cl.P(Br)(Br)[Br:21]. (5) Given the product [OH:16][C@@H:8]([C:4]1[CH:5]=[CH:6][CH:7]=[C:2]([Cl:1])[CH:3]=1)[C:9]([O:11][CH2:12][CH2:13][CH3:14])=[O:10], predict the reactants needed to synthesize it. The reactants are: [Cl:1][C:2]1[CH:3]=[C:4]([CH2:8][C:9]([O:11][CH2:12][CH2:13][CH3:14])=[O:10])[CH:5]=[CH:6][CH:7]=1.P([O-])([O-])([O-])=[O:16].[K+].[K+].[K+]. (6) Given the product [OH:1][C:2]1[CH:7]=[CH:6][C:5]([C:8]2[N:13]=[C:12]([NH:14][C:15]3[CH:23]=[CH:22][C:18]([C:19]([NH:41][CH2:42][C:47]4[CH:46]=[CH:45][CH:44]=[CH:43][N:48]=4)=[O:21])=[C:17]([O:24][CH3:25])[CH:16]=3)[CH:11]=[N:10][CH:9]=2)=[CH:4][CH:3]=1, predict the reactants needed to synthesize it. The reactants are: [OH:1][C:2]1[CH:7]=[CH:6][C:5]([C:8]2[N:13]=[C:12]([NH:14][C:15]3[CH:23]=[CH:22][C:18]([C:19]([OH:21])=O)=[C:17]([O:24][CH3:25])[CH:16]=3)[CH:11]=[N:10][CH:9]=2)=[CH:4][CH:3]=1.C(N(CC)CC)C.CN(C(O[N:41]1N=[N:48][C:43]2[CH:44]=[CH:45][CH:46]=[CH:47][C:42]1=2)=[N+](C)C)C.[B-](F)(F)(F)F. (7) Given the product [CH3:1][C:2]1([CH3:26])[CH2:24][C:5]2=[N:6][C:7]([O:16][CH2:17][C:18]3[CH:23]=[CH:22][CH:21]=[CH:20][N:19]=3)=[CH:8][C:9]([C:10]3[CH:15]=[N:14][CH:13]=[N:12][CH:11]=3)=[C:4]2[CH2:3]1, predict the reactants needed to synthesize it. The reactants are: [CH3:1][C:2]1([CH3:26])[C:24](=O)[C:5]2=[N:6][C:7]([O:16][CH2:17][C:18]3[CH:23]=[CH:22][CH:21]=[CH:20][N:19]=3)=[CH:8][C:9]([C:10]3[CH:11]=[N:12][CH:13]=[N:14][CH:15]=3)=[C:4]2[CH2:3]1.C(O)CO.O.NN.[OH-].[K+]. (8) The reactants are: [NH2:1][C:2]1[CH:3]=[C:4]([C:8]2[CH:9]=[CH:10][CH:11]=[C:12]3[C:17]=2[N:16]=[C:15]([NH:18][C:19]2[CH:24]=[CH:23][C:22]([N:25]4[CH2:30][CH2:29][N:28]([C:31]([O:33][C:34]([CH3:37])([CH3:36])[CH3:35])=[O:32])[CH2:27][CH2:26]4)=[CH:21][C:20]=2[O:38][CH3:39])[N:14]=[CH:13]3)[CH:5]=[CH:6][CH:7]=1.CCN(C(C)C)C(C)C.[C:49](Cl)(=[O:52])[CH:50]=[CH2:51]. Given the product [C:49]([NH:1][C:2]1[CH:3]=[C:4]([C:8]2[CH:9]=[CH:10][CH:11]=[C:12]3[C:17]=2[N:16]=[C:15]([NH:18][C:19]2[CH:24]=[CH:23][C:22]([N:25]4[CH2:30][CH2:29][N:28]([C:31]([O:33][C:34]([CH3:35])([CH3:36])[CH3:37])=[O:32])[CH2:27][CH2:26]4)=[CH:21][C:20]=2[O:38][CH3:39])[N:14]=[CH:13]3)[CH:5]=[CH:6][CH:7]=1)(=[O:52])[CH:50]=[CH2:51], predict the reactants needed to synthesize it. (9) Given the product [Cl:1][C:2]1[C:7]([C:8]2[CH:9]=[CH:10][CH:11]=[CH:12][CH:13]=2)=[N:6][N:5]=[C:4]2[N:14]([CH2:28][C@H:24]3[CH2:25][CH2:26][CH2:27][O:23]3)[N:15]=[C:16]([C:17]3[CH:18]=[CH:19][CH:20]=[CH:21][CH:22]=3)[C:3]=12, predict the reactants needed to synthesize it. The reactants are: [Cl:1][C:2]1[C:7]([C:8]2[CH:13]=[CH:12][CH:11]=[CH:10][CH:9]=2)=[N:6][N:5]=[C:4]2[NH:14][N:15]=[C:16]([C:17]3[CH:22]=[CH:21][CH:20]=[CH:19][CH:18]=3)[C:3]=12.[O:23]1[CH2:27][CH2:26][CH2:25][CH:24]1[CH2:28]O. (10) Given the product [CH3:1][O:2][C:3]([C:5]1[N:10]=[C:9]([Br:21])[C:8]2[N:11]=[C:12]([C:14]3[CH:15]=[CH:16][CH:17]=[CH:18][CH:19]=3)[O:13][C:7]=2[C:6]=1[OH:20])=[O:4], predict the reactants needed to synthesize it. The reactants are: [CH3:1][O:2][C:3]([C:5]1[N:10]=[CH:9][C:8]2[N:11]=[C:12]([C:14]3[CH:19]=[CH:18][CH:17]=[CH:16][CH:15]=3)[O:13][C:7]=2[C:6]=1[OH:20])=[O:4].[Br:21]N1C(=O)CCC1=O.C(OOC(=O)C1C=CC=CC=1)(=O)C1C=CC=CC=1.